From a dataset of Full USPTO retrosynthesis dataset with 1.9M reactions from patents (1976-2016). Predict the reactants needed to synthesize the given product. (1) The reactants are: [ClH:1].[NH2:2][CH:3]1[CH2:12][CH2:11][C:10]2[N:9]=[C:8]([N:13]3[C:18](=[O:19])[CH:17]=[N:16][C:15]4[CH:20]=[CH:21][C:22]([O:24][CH3:25])=[N:23][C:14]3=4)[N:7]=[CH:6][C:5]=2[CH2:4]1.[O:26]1[C:35]2[CH:34]=[C:33]([CH:36]=O)[N:32]=[CH:31][C:30]=2[O:29][CH2:28][CH2:27]1.C(=O)(O)[O-].[Na+].S([O-])([O-])(=O)=O.[Na+].[Na+].C(O[BH-](OC(=O)C)OC(=O)C)(=O)C.[Na+]. Given the product [ClH:1].[O:26]1[C:35]2[CH:34]=[C:33]([CH2:36][NH:2][CH:3]3[CH2:12][CH2:11][C:10]4[N:9]=[C:8]([N:13]5[C:18](=[O:19])[CH:17]=[N:16][C:15]6[CH:20]=[CH:21][C:22]([O:24][CH3:25])=[N:23][C:14]5=6)[N:7]=[CH:6][C:5]=4[CH2:4]3)[N:32]=[CH:31][C:30]=2[O:29][CH2:28][CH2:27]1, predict the reactants needed to synthesize it. (2) Given the product [C:1]([C:5]1[CH:6]=[CH:7][C:8]([CH2:9][NH:10][CH2:20][CH2:19][CH:16]2[CH2:17][CH2:18][S:13][CH2:14][CH2:15]2)=[CH:11][CH:12]=1)([CH3:4])([CH3:2])[CH3:3], predict the reactants needed to synthesize it. The reactants are: [C:1]([C:5]1[CH:12]=[CH:11][C:8]([CH2:9][NH2:10])=[CH:7][CH:6]=1)([CH3:4])([CH3:3])[CH3:2].[S:13]1[CH2:18][CH2:17][CH:16]([CH2:19][CH:20]=O)[CH2:15][CH2:14]1.[BH4-].[Na+]. (3) Given the product [C:51]1([C:60]2[CH:61]=[CH:62][CH:63]=[CH:64][CH:65]=2)[CH:56]=[CH:55][CH:54]=[C:53]([C:40]2[C:39]3[C:43](=[CH:44][CH:45]=[C:37]([C:35]4[S:36][C:32]([NH:31][CH3:50])=[N:33][N:34]=4)[CH:38]=3)[NH:42][CH:41]=2)[CH:52]=1, predict the reactants needed to synthesize it. The reactants are: [O-]P([O-])([O-])=O.[K+].[K+].[K+].CC(N)CC1C=CC=CC=1.OP(O)(O)=O.C(OC([N:31]([CH3:50])[C:32]1[S:36][C:35]([C:37]2[CH:38]=[C:39]3[C:43](=[CH:44][CH:45]=2)[N:42](C([O-])=O)[CH:41]=[C:40]3I)=[N:34][N:33]=1)=O)(C)(C)C.[C:51]1([C:60]2[CH:65]=[CH:64][CH:63]=[CH:62][CH:61]=2)[CH:56]=[CH:55][CH:54]=[C:53](B(O)O)[CH:52]=1. (4) Given the product [CH3:2][C:3]1[CH:8]=[C:7]([C:9]([F:10])([F:11])[F:12])[CH:6]=[CH:5][C:4]=1[CH:13]1[CH2:18][CH:17]([C:19]([O:21][CH3:22])=[O:20])[CH2:16][CH2:15][N:14]1[C:32]([O:33][CH3:34])=[O:35], predict the reactants needed to synthesize it. The reactants are: Cl.[CH3:2][C:3]1[CH:8]=[C:7]([C:9]([F:12])([F:11])[F:10])[CH:6]=[CH:5][C:4]=1[CH:13]1[CH2:18][CH:17]([C:19]([O:21][CH3:22])=[O:20])[CH2:16][CH2:15][NH:14]1.CCN(C(C)C)C(C)C.[C:32](Cl)(=[O:35])[O:33][CH3:34]. (5) Given the product [N:1]1([C:7]2[CH:8]=[CH:9][C:10]([CH:11]=[CH:12][C:13]3[C:14](=[O:48])[NH:15][CH:16]=[C:17]([C:32]4[CH:37]=[CH:36][N:35]=[C:34]([NH:38][CH3:39])[N:33]=4)[CH:18]=3)=[CH:29][CH:30]=2)[CH2:2][CH2:3][CH2:4][CH2:5][CH2:6]1, predict the reactants needed to synthesize it. The reactants are: [N:1]1([C:7]2[CH:30]=[CH:29][C:10]([CH:11]=[CH:12][C:13]3[C:14](F)=[N:15][CH:16]=[C:17](B4OC(C)(C)C(C)(C)O4)[CH:18]=3)=[CH:9][CH:8]=2)[CH2:6][CH2:5][CH2:4][CH2:3][CH2:2]1.Cl[C:32]1[CH:37]=[CH:36][N:35]=[C:34]([NH:38][CH3:39])[N:33]=1.C1(C)C=CC=CC=1.C([O-])([O-])=[O:48].[K+].[K+]. (6) Given the product [C:22]([O:26][C:27]([N:29]1[CH2:34][CH2:33][N:32]([S:11]([C:3]2[CH:4]=[C:5]([CH:9]=[CH:10][C:2]=2[Cl:1])[C:6]([OH:8])=[O:7])(=[O:13])=[O:12])[CH2:31][CH2:30]1)=[O:28])([CH3:25])([CH3:23])[CH3:24], predict the reactants needed to synthesize it. The reactants are: [Cl:1][C:2]1[CH:10]=[CH:9][C:5]([C:6]([OH:8])=[O:7])=[CH:4][C:3]=1[S:11](Cl)(=[O:13])=[O:12].CCN(CC)CC.[C:22]([O:26][C:27]([N:29]1[CH2:34][CH2:33][NH:32][CH2:31][CH2:30]1)=[O:28])([CH3:25])([CH3:24])[CH3:23]. (7) The reactants are: Cl.[CH3:2][O:3][C:4](=[O:16])[C@@H:5]([NH:8]C(OC(C)(C)C)=O)[CH2:6][NH2:7].[NH2:17][C:18]1[CH:19]=[C:20]([S:24]([OH:27])(=[O:26])=[O:25])[CH:21]=[CH:22][CH:23]=1.C(Cl)Cl.[O:31]1CCC[CH2:32]1. Given the product [NH2:8][C@H:5]([C:4]([O:3][CH3:2])=[O:16])[CH2:6][NH:7][C:32]([NH:17][C:18]1[CH:19]=[C:20]([S:24]([OH:27])(=[O:25])=[O:26])[CH:21]=[CH:22][CH:23]=1)=[O:31], predict the reactants needed to synthesize it.